From a dataset of Reaction yield outcomes from USPTO patents with 853,638 reactions. Predict the reaction yield, written as a fraction of the theoretical maximum amount of product (1.0 means a 100% yield; for example, 0.34 means a 34% yield). The product is [N:10]1([CH2:9][CH2:8][CH2:7][N:6]=[C:4]=[N:3][CH2:1][CH3:2])[CH2:14][CH2:13][CH2:12][CH2:11]1. The yield is 0.670. The reactants are [CH2:1]([NH:3][C:4]([NH:6][CH2:7][CH2:8][CH2:9][N:10]1[CH2:14][CH2:13][CH2:12][CH2:11]1)=O)[CH3:2].C(N(CC)CC)C.C1(C)C=CC(S(Cl)(=O)=O)=CC=1. The catalyst is ClCCl.